Dataset: Catalyst prediction with 721,799 reactions and 888 catalyst types from USPTO. Task: Predict which catalyst facilitates the given reaction. Reactant: [CH3:1][C:2]1[N:6]=[C:5]([CH3:7])[S:4][C:3]=1/[CH:8]=[CH:9]/[C:10](N(C)C)=O.[NH:15]([C:19]1[CH:24]=[CH:23][C:22]([N:25]2[CH2:30][CH2:29][N:28]([CH2:31][C:32]([NH:34][CH:35]([CH3:37])[CH3:36])=[O:33])[CH2:27][CH2:26]2)=[CH:21][CH:20]=1)[C:16]([NH2:18])=[NH:17]. Product: [CH3:7][C:5]1[S:4][C:3]([C:8]2[CH:9]=[CH:10][N:18]=[C:16]([NH:15][C:19]3[CH:24]=[CH:23][C:22]([N:25]4[CH2:26][CH2:27][N:28]([CH2:31][C:32]([NH:34][CH:35]([CH3:37])[CH3:36])=[O:33])[CH2:29][CH2:30]4)=[CH:21][CH:20]=3)[N:17]=2)=[C:2]([CH3:1])[N:6]=1. The catalyst class is: 23.